This data is from Forward reaction prediction with 1.9M reactions from USPTO patents (1976-2016). The task is: Predict the product of the given reaction. (1) Given the reactants [Cl:1][C:2]1[S:6][C:5]([S:7]([N:10](S(C2SC(Cl)=CC=2)(=O)=O)[C:11]2[C:19]3[C:14](=[CH:15][C:16]([F:22])=[CH:17][C:18]=3[O:20][CH3:21])[N:13]([CH2:23][C:24]3[CH:29]=[CH:28][CH:27]=[C:26]([C:30]#N)[CH:25]=3)[N:12]=2)(=[O:9])=[O:8])=[CH:4][CH:3]=1.[OH-:41].[Na+].Cl.C[OH:45], predict the reaction product. The product is: [Cl:1][C:2]1[S:6][C:5]([S:7]([NH:10][C:11]2[C:19]3[C:14](=[CH:15][C:16]([F:22])=[CH:17][C:18]=3[O:20][CH3:21])[N:13]([CH2:23][C:24]3[CH:25]=[C:26]([CH:27]=[CH:28][CH:29]=3)[C:30]([OH:45])=[O:41])[N:12]=2)(=[O:9])=[O:8])=[CH:4][CH:3]=1. (2) Given the reactants [CH3:1][CH:2]([C:4]1[CH:5]=[CH:6][C:7]([O:13][CH2:14][C:15]2[CH:20]=[CH:19][CH:18]=[CH:17][CH:16]=2)=[C:8]([CH:12]=1)[C:9]([OH:11])=O)[CH3:3].[N:21]1[CH:26]=[CH:25][CH:24]=[C:23]([NH2:27])[CH:22]=1.C(Cl)CCl.C1C=CC2N(O)N=NC=2C=1, predict the reaction product. The product is: [CH3:3][CH:2]([C:4]1[CH:5]=[CH:6][C:7]([O:13][CH2:14][C:15]2[CH:20]=[CH:19][CH:18]=[CH:17][CH:16]=2)=[C:8]([CH:12]=1)[C:9]([NH:27][C:23]1[CH:22]=[N:21][CH:26]=[CH:25][CH:24]=1)=[O:11])[CH3:1]. (3) Given the reactants Br[C:2]1[CH:8]=[C:7]([O:9][C:10]([F:13])([F:12])[F:11])[CH:6]=[CH:5][C:3]=1[NH2:4].SC1SC2C=C(OC(F)(F)F)C=CC=2N=1.[Cl:29][C:30]1[S:31]C2C=CC(Cl)=CC=2N=1, predict the reaction product. The product is: [Cl:29][C:30]1[S:31][C:2]2[CH:8]=[C:7]([O:9][C:10]([F:13])([F:12])[F:11])[CH:6]=[CH:5][C:3]=2[N:4]=1. (4) Given the reactants [Br:1][C:2]1[N:11]=[C:10]2[C:5]([C:6](=[O:12])[CH2:7][CH2:8][NH:9]2)=[CH:4][CH:3]=1.[BH4-].[Na+], predict the reaction product. The product is: [Br:1][C:2]1[N:11]=[C:10]2[C:5]([CH:6]([OH:12])[CH2:7][CH2:8][NH:9]2)=[CH:4][CH:3]=1. (5) Given the reactants [CH:1]([Si:4]([CH:17]([CH3:19])[CH3:18])([CH:14]([CH3:16])[CH3:15])[O:5][C:6]1[CH:13]=[CH:12][C:9]([CH:10]=[O:11])=[CH:8][CH:7]=1)([CH3:3])[CH3:2].CC1C=CC(S(O)(=O)=O)=CC=1.O.[CH2:32](O)[CH2:33][OH:34], predict the reaction product. The product is: [O:11]1[CH2:32][CH2:33][O:34][CH:10]1[C:9]1[CH:12]=[CH:13][C:6]([O:5][Si:4]([CH:1]([CH3:3])[CH3:2])([CH:14]([CH3:16])[CH3:15])[CH:17]([CH3:19])[CH3:18])=[CH:7][CH:8]=1. (6) The product is: [Cl:17][C:18]1[CH:23]=[C:22]([O:1][CH:2]2[CH2:7][CH2:6][CH2:5][N:4]([C:8]([O:10][C:11]([CH3:14])([CH3:13])[CH3:12])=[O:9])[CH2:3]2)[CH:21]=[CH:20][N:19]=1. Given the reactants [OH:1][CH:2]1[CH2:7][CH2:6][CH2:5][N:4]([C:8]([O:10][C:11]([CH3:14])([CH3:13])[CH3:12])=[O:9])[CH2:3]1.[H-].[Na+].[Cl:17][C:18]1[CH:23]=[C:22]([N+]([O-])=O)[CH:21]=[CH:20][N:19]=1, predict the reaction product.